Dataset: Forward reaction prediction with 1.9M reactions from USPTO patents (1976-2016). Task: Predict the product of the given reaction. Given the reactants Cl[CH2:2][CH2:3][C:4]1[CH:5]=[C:6]2[C:11](=[CH:12][CH:13]=1)[NH:10][C:9](=[O:14])[CH2:8][CH:7]2[CH3:15].Cl.[N:17]1([C:23]2[C:27]3[CH:28]=[CH:29][CH:30]=[CH:31][C:26]=3[O:25][N:24]=2)[CH2:22][CH2:21][NH:20][CH2:19][CH2:18]1.C(=O)([O-])[O-].[Na+].[Na+].[I-].[Na+], predict the reaction product. The product is: [O:25]1[C:26]2[CH:31]=[CH:30][CH:29]=[CH:28][C:27]=2[C:23]([N:17]2[CH2:18][CH2:19][N:20]([CH2:2][CH2:3][C:4]3[CH:5]=[C:6]4[C:11](=[CH:12][CH:13]=3)[NH:10][C:9](=[O:14])[CH2:8][CH:7]4[CH3:15])[CH2:21][CH2:22]2)=[N:24]1.